This data is from Forward reaction prediction with 1.9M reactions from USPTO patents (1976-2016). The task is: Predict the product of the given reaction. Given the reactants C([Cl:4])(=O)C.CS[C:7]1[CH:31]=[CH:30][C:10]([CH2:11][C:12]2[N:16]=[C:15]([CH:17]3[CH2:22][CH2:21][N:20](C(OC(C)(C)C)=O)[CH2:19][CH2:18]3)[O:14][N:13]=2)=[CH:9][CH:8]=1, predict the reaction product. The product is: [ClH:4].[CH2:11]([C:12]1[N:16]=[C:15]([CH:17]2[CH2:22][CH2:21][NH:20][CH2:19][CH2:18]2)[O:14][N:13]=1)[C:10]1[CH:9]=[CH:8][CH:7]=[CH:31][CH:30]=1.